This data is from Catalyst prediction with 721,799 reactions and 888 catalyst types from USPTO. The task is: Predict which catalyst facilitates the given reaction. (1) Reactant: [CH3:1][CH2:2][O:3][C:4]([C:6]1[N:15](C(OC(C)(C)C)=O)[C:9]2=[N:10][C:11]([Br:14])=[CH:12][CH:13]=[C:8]2[CH:7]=1)=[O:5].FC(F)(F)C(O)=O. Product: [CH2:2]([O:3][C:4]([C:6]1[NH:15][C:9]2=[N:10][C:11]([Br:14])=[CH:12][CH:13]=[C:8]2[CH:7]=1)=[O:5])[CH3:1]. The catalyst class is: 4. (2) Reactant: [Br:1][C:2]1[CH:9]=[CH:8][C:7]([Cl:10])=[CH:6][C:3]=1[C:4]#[N:5].[CH:11]1([Mg]Br)[CH2:13][CH2:12]1.CO.[BH4-].[Na+]. Product: [Br:1][C:2]1[CH:9]=[CH:8][C:7]([Cl:10])=[CH:6][C:3]=1[CH:4]([CH:11]1[CH2:13][CH2:12]1)[NH2:5]. The catalyst class is: 387.